Dataset: Reaction yield outcomes from USPTO patents with 853,638 reactions. Task: Predict the reaction yield, written as a fraction of the theoretical maximum amount of product (1.0 means a 100% yield; for example, 0.34 means a 34% yield). (1) The reactants are [OH:1][C:2]1[CH:9]=[CH:8][C:5]([C:6]#[N:7])=[CH:4][C:3]=1[O:10][CH3:11].C1(P(C2C=CC=CC=2)C2C=CC=CC=2)C=CC=CC=1.O[C@H:32]1[CH2:36][CH2:35][N:34](C(OC(C)(C)C)=O)[CH2:33]1.N(C(OC(C)C)=O)=NC(OC(C)C)=O. The catalyst is O1CCCC1. The product is [CH3:11][O:10][C:3]1[CH:4]=[C:5]([CH:8]=[CH:9][C:2]=1[O:1][C@@H:32]1[CH2:36][CH2:35][NH:34][CH2:33]1)[C:6]#[N:7]. The yield is 0.670. (2) The reactants are C([O:8][N:9]1[C:15](=[O:16])[N:14]2[CH2:17][C@H:10]1[CH2:11][CH2:12][C@H:13]2[C:18]([NH:20][O:21][CH:22]1[CH2:25][N:24]([C:26]([O:28][C:29]([CH3:32])([CH3:31])[CH3:30])=[O:27])[CH2:23]1)=[O:19])C1C=CC=CC=1.[H][H]. The catalyst is CO.[Pd]. The product is [OH:8][N:9]1[C:15](=[O:16])[N:14]2[CH2:17][C@H:10]1[CH2:11][CH2:12][C@H:13]2[C:18]([NH:20][O:21][CH:22]1[CH2:23][N:24]([C:26]([O:28][C:29]([CH3:32])([CH3:31])[CH3:30])=[O:27])[CH2:25]1)=[O:19]. The yield is 0.910.